From a dataset of Full USPTO retrosynthesis dataset with 1.9M reactions from patents (1976-2016). Predict the reactants needed to synthesize the given product. (1) Given the product [CH3:6][O:15][C:14](=[O:16])[CH:13]([C:11]#[N:12])[CH:17]([CH:18]([CH3:20])[CH3:19])[CH2:1][CH2:2][CH3:3], predict the reactants needed to synthesize it. The reactants are: [CH2:1]([Mg]Cl)[CH2:2][CH3:3].[CH3:6]COCC.[C:11]([C:13](=[CH:17][CH:18]([CH3:20])[CH3:19])[C:14]([OH:16])=[O:15])#[N:12].C(=O)=O. (2) Given the product [ClH:1].[NH2:9][CH2:10][CH2:11][NH:12][C:13]([C:15]1[CH:20]=[CH:19][C:18]([C:21]2[CH:22]=[C:23]([CH2:29][C@H:30]([NH:45][C:46]([C@H:48]3[CH2:53][CH2:52][C@H:51]([CH2:54][NH2:55])[CH2:50][CH2:49]3)=[O:47])[C:31](=[O:44])[NH:32][C:33]3[CH:38]=[CH:37][C:36]([C:39]4[N:43]=[N:42][NH:41][N:40]=4)=[CH:35][CH:34]=3)[CH:24]=[CH:25][C:26]=2[O:27][CH3:28])=[C:17]([CH3:63])[CH:16]=1)=[O:14], predict the reactants needed to synthesize it. The reactants are: [ClH:1].C(OC([NH:9][CH2:10][CH2:11][NH:12][C:13]([C:15]1[CH:20]=[CH:19][C:18]([C:21]2[C:26]([O:27][CH3:28])=[CH:25][CH:24]=[C:23]([CH2:29][C@H:30]([NH:45][C:46]([C@H:48]3[CH2:53][CH2:52][C@H:51]([CH2:54][NH:55]C(=O)OC(C)(C)C)[CH2:50][CH2:49]3)=[O:47])[C:31](=[O:44])[NH:32][C:33]3[CH:38]=[CH:37][C:36]([C:39]4[N:40]=[N:41][NH:42][N:43]=4)=[CH:35][CH:34]=3)[CH:22]=2)=[C:17]([CH3:63])[CH:16]=1)=[O:14])=O)(C)(C)C. (3) Given the product [C:23]([C:21]1[O:20][N:19]=[C:18]([NH:17][C:16](=[O:27])[C:14]([CH3:10])([S:28][CH2:29][CH:30]2[CH2:10][CH2:14][CH2:16][NH:17][CH2:18]2)[CH3:15])[CH:22]=1)([CH3:24])([CH3:25])[CH3:26], predict the reactants needed to synthesize it. The reactants are: C(OC(N1CCC[CH:10]([C:14]([S:28][CH2:29][CH3:30])([C:16](=[O:27])[NH:17][C:18]2[CH:22]=[C:21]([C:23]([CH3:26])([CH3:25])[CH3:24])[O:20][N:19]=2)[CH3:15])C1)=O)(C)(C)C.Cl. (4) Given the product [Cl:30][C:19]1[CH:18]=[C:17]([N:31]2[C:36](=[O:37])[NH:35][C:34](=[O:38])[CH:33]=[N:32]2)[CH:16]=[C:15]([Cl:14])[C:20]=1[CH2:21][C:45]([C:41]1[CH:3]=[CH:2][C:1]([Cl:40])=[CH:43][CH:42]=1)([OH:44])[C:10]#[N:7], predict the reactants needed to synthesize it. The reactants are: [CH2:1]([Li])[CH2:2][CH2:3]C.C[N:7]([CH3:10])CC.C(#N)C.[Cl:14][C:15]1[CH:16]=[C:17]([N:31]2[C:36](=[O:37])[NH:35][C:34](=[O:38])[CH:33]=[N:32]2)[CH:18]=[C:19]([Cl:30])[C:20]=1[C:21](=O)C1C=CC(Cl)=CC=1.[NH4+].[Cl-:40].[CH2:41]1[CH2:45][O:44][CH2:43][CH2:42]1. (5) Given the product [Br:1][C:2]1[CH:10]=[CH:9][C:5]([C:6]([N:40]2[CH2:41][CH2:42][N:37]([CH3:36])[CH2:38][CH2:39]2)=[O:8])=[C:4]([CH3:11])[CH:3]=1, predict the reactants needed to synthesize it. The reactants are: [Br:1][C:2]1[CH:10]=[CH:9][C:5]([C:6]([OH:8])=O)=[C:4]([CH3:11])[CH:3]=1.CN(C(ON1N=NC2C=CC=CC1=2)=[N+](C)C)C.F[P-](F)(F)(F)(F)F.[CH3:36][N:37]1[CH2:42][CH2:41][NH:40][CH2:39][CH2:38]1.CCN(C(C)C)C(C)C. (6) Given the product [CH2:1]1[C:9]2[C:4](=[CH:5][CH:6]=[CH:7][CH:8]=2)[CH2:3][CH:2]1[NH:10][C:11]1[N:12]=[CH:13][C:14]2[CH2:20][N:19]([C:21]([C:23]3[CH:27]=[CH:26][N:25]([CH2:28][C:29]4[N:49]=[N:50][NH:51][CH:30]=4)[CH:24]=3)=[O:22])[CH2:18][CH2:17][C:15]=2[N:16]=1, predict the reactants needed to synthesize it. The reactants are: [CH2:1]1[C:9]2[C:4](=[CH:5][CH:6]=[CH:7][CH:8]=2)[CH2:3][CH:2]1[NH:10][C:11]1[N:12]=[CH:13][C:14]2[CH2:20][N:19]([C:21]([C:23]3[CH:27]=[CH:26][N:25]([CH2:28][C:29]#[CH:30])[CH:24]=3)=[O:22])[CH2:18][CH2:17][C:15]=2[N:16]=1.CN(C)C=O.[Na].O=C1O[C@H]([C@H](CO)O)C(O)=C1O.[N:49]([Si](C)(C)C)=[N+:50]=[N-:51].